Dataset: Reaction yield outcomes from USPTO patents with 853,638 reactions. Task: Predict the reaction yield, written as a fraction of the theoretical maximum amount of product (1.0 means a 100% yield; for example, 0.34 means a 34% yield). (1) The product is [Cl:1][C:2]1[CH:3]=[N:4][C:5]2[C:10]([CH:11]=1)=[C:9]([F:12])[CH:8]=[N:7][C:6]=2[Cl:18]. The catalyst is C(#N)C. The yield is 0.790. The reactants are [Cl:1][C:2]1[CH:3]=[N:4][C:5]2[C:6](=O)[NH:7][CH:8](OC)[CH:9]([F:12])[C:10]=2[CH:11]=1.P(Cl)(Cl)([Cl:18])=O. (2) The reactants are [Br:1][C:2]1[CH:3]=[N:4][C:5]([N:8]2[CH2:13][CH2:12][CH:11]([NH:14][C:15](=[O:21])[O:16][C:17]([CH3:20])([CH3:19])[CH3:18])[CH2:10][CH2:9]2)=[N:6][CH:7]=1.[H-].[Na+].I[CH3:25]. The catalyst is O1CCCC1. The product is [Br:1][C:2]1[CH:3]=[N:4][C:5]([N:8]2[CH2:9][CH2:10][CH:11]([N:14]([CH3:25])[C:15](=[O:21])[O:16][C:17]([CH3:18])([CH3:20])[CH3:19])[CH2:12][CH2:13]2)=[N:6][CH:7]=1. The yield is 0.886. (3) The reactants are [CH:1]1[C:14]2[CH:13]=[CH:12][C:11]3[C:6](=[CH:7][CH:8]=[CH:9][CH:10]=3)[C:5]=2[CH:4]=[CH:3][C:2]=1[C:15]1[N:19]([C:20]2[CH:25]=[CH:24][C:23]([CH2:26][C:27]#[N:28])=[CH:22][CH:21]=2)[N:18]=[C:17]([C:29]([F:32])([F:31])[F:30])[CH:16]=1.Cl.[OH:34][NH2:35]. The catalyst is C(O)C. The product is [CH:1]1[C:14]2[CH:13]=[CH:12][C:11]3[C:6](=[CH:7][CH:8]=[CH:9][CH:10]=3)[C:5]=2[CH:4]=[CH:3][C:2]=1[C:15]1[N:19]([C:20]2[CH:25]=[CH:24][C:23]([CH2:26][C:27]([NH:35][OH:34])=[NH:28])=[CH:22][CH:21]=2)[N:18]=[C:17]([C:29]([F:32])([F:30])[F:31])[CH:16]=1. The yield is 0.710.